From a dataset of Peptide-MHC class I binding affinity with 185,985 pairs from IEDB/IMGT. Regression. Given a peptide amino acid sequence and an MHC pseudo amino acid sequence, predict their binding affinity value. This is MHC class I binding data. (1) The peptide sequence is YGGKKAVTY. The MHC is HLA-A11:01 with pseudo-sequence HLA-A11:01. The binding affinity (normalized) is 0.0847. (2) The peptide sequence is CLLTDTIESA. The MHC is HLA-A02:03 with pseudo-sequence HLA-A02:03. The binding affinity (normalized) is 0.572.